This data is from Full USPTO retrosynthesis dataset with 1.9M reactions from patents (1976-2016). The task is: Predict the reactants needed to synthesize the given product. (1) Given the product [C:38]([O:37][C@@H:9]([C:10]1[C:28]([CH3:29])=[CH:27][C:13]2[N:14]=[C:15]([C:17]3[CH:18]=[C:19]4[N:25]([CH3:26])[N:24]=[CH:23][C:20]4=[N:21][CH:22]=3)[S:16][C:12]=2[C:11]=1[C:30]1[CH:31]=[CH:32][C:33]([Cl:36])=[CH:34][CH:35]=1)[CH2:8][OH:7])([CH3:41])([CH3:39])[CH3:40], predict the reactants needed to synthesize it. The reactants are: C([O:7][CH2:8][C@@H:9]([O:37][C:38]([CH3:41])([CH3:40])[CH3:39])[C:10]1[C:28]([CH3:29])=[CH:27][C:13]2[N:14]=[C:15]([C:17]3[CH:18]=[C:19]4[N:25]([CH3:26])[N:24]=[CH:23][C:20]4=[N:21][CH:22]=3)[S:16][C:12]=2[C:11]=1[C:30]1[CH:35]=[CH:34][C:33]([Cl:36])=[CH:32][CH:31]=1)(=O)C(C)(C)C.[OH-].[Na+]. (2) Given the product [NH2:8][CH2:9][CH2:10][CH2:11][CH2:12][S:13]([N:16]([C:18]1[N:27]=[C:26]([C:28]([O:30][CH3:31])=[O:29])[C:25]([O:32][S:33]([C:36]2[CH:42]=[CH:41][C:39]([CH3:40])=[CH:38][CH:37]=2)(=[O:34])=[O:35])=[C:24]2[C:19]=1[CH:20]=[CH:21][CH:22]=[N:23]2)[CH3:17])(=[O:15])=[O:14], predict the reactants needed to synthesize it. The reactants are: C(OC([NH:8][CH2:9][CH2:10][CH2:11][CH2:12][S:13]([N:16]([C:18]1[N:27]=[C:26]([C:28]([O:30][CH3:31])=[O:29])[C:25]([O:32][S:33]([C:36]2[CH:42]=[CH:41][C:39]([CH3:40])=[CH:38][CH:37]=2)(=[O:35])=[O:34])=[C:24]2[C:19]=1[CH:20]=[CH:21][CH:22]=[N:23]2)[CH3:17])(=[O:15])=[O:14])=O)(C)(C)C.FC(F)(F)C(O)=O. (3) Given the product [F:25][C:22]([F:23])([F:24])[C:20]1[S:19][C:18]([S:26]([NH2:29])(=[O:28])=[O:27])=[CH:17][CH:21]=1, predict the reactants needed to synthesize it. The reactants are: S(C1C=CC(N2C(O[C:17]3[CH:21]=[C:20]([C:22]([F:25])([F:24])[F:23])[S:19][C:18]=3[S:26]([NH2:29])(=[O:28])=[O:27])=NN=N2)=CC=1)(=O)(=O)N.O.CCO.C(O)=O. (4) Given the product [CH3:1][CH2:2][C@H:3]1[O:18][C:16](=[O:17])[C@H:15]([CH3:19])[C@@H:14]([O:20][C@@H:21]2[O:26][C@@H:25]([CH3:27])[C@H:24]([OH:28])[C@@:23]([O:30][CH3:31])([CH3:29])[CH2:22]2)[C@H:13]([CH3:32])[C@@H:12]([O:33][C@@H:34]2[O:39][C@H:38]([CH3:40])[CH2:37][C@H:36]([N:41]([CH3:42])[CH3:43])[C@H:35]2[OH:44])[C@@:11]([OH:46])([CH3:45])[CH2:10][C@@H:9]([CH3:47])[C:7](=[O:8])[C@H:6]([CH3:48])[C@@H:5]([OH:49])[C@@:4]1([OH:51])[CH3:50], predict the reactants needed to synthesize it. The reactants are: [CH3:1][CH2:2][C@H:3]1[O:18][C:16](=[O:17])[C@H:15]([CH3:19])[C@@H:14]([O:20][C@@H:21]2[O:26][C@@H:25]([CH3:27])[C@H:24]([OH:28])[C@@:23]([O:30][CH3:31])([CH3:29])[CH2:22]2)[C@H:13]([CH3:32])[C@@H:12]([O:33][C@@H:34]2[O:39][C@H:38]([CH3:40])[CH2:37][C@H:36]([N:41]([CH3:43])[CH3:42])[C@H:35]2[OH:44])[C@@:11]([OH:46])([CH3:45])[CH2:10][C@@H:9]([CH3:47])[C:7](=[O:8])[C@H:6]([CH3:48])[C@@H:5]([OH:49])[C@@:4]1([OH:51])[CH3:50].C(S)#N.CC(C)=O. (5) Given the product [F:1][CH2:2][CH:3]1[CH2:4][N:5]([CH2:7][CH2:8][O:9][C:10]2[CH:15]=[CH:14][C:13]([CH:16]3[C:25]([C:26]4[CH:31]=[CH:30][CH:29]=[C:28]([OH:32])[CH:27]=4)=[C:24]([CH3:39])[C:23]4[C:18](=[CH:19][CH:20]=[C:21]([OH:40])[CH:22]=4)[O:17]3)=[CH:12][CH:11]=2)[CH2:6]1, predict the reactants needed to synthesize it. The reactants are: [F:1][CH2:2][CH:3]1[CH2:6][N:5]([CH2:7][CH2:8][O:9][C:10]2[CH:15]=[CH:14][C:13]([CH:16]3[C:25]([C:26]4[CH:31]=[CH:30][CH:29]=[C:28]([O:32]C5CCCCO5)[CH:27]=4)=[C:24]([CH3:39])[C:23]4[C:18](=[CH:19][CH:20]=[C:21]([O:40]C5CCCCO5)[CH:22]=4)[O:17]3)=[CH:12][CH:11]=2)[CH2:4]1. (6) Given the product [S:37]1[CH:38]=[CH:39][N:40]=[C:36]1[C:2]1[C:10]2[NH:9][C:8]([N:11]3[CH2:12][CH2:13][N:14]([C:17]4[C:22]([C:23]([F:26])([F:25])[F:24])=[CH:21][CH:20]=[CH:19][N:18]=4)[CH2:15][CH2:16]3)=[N:7][C:6]=2[CH:5]=[C:4]([C:27]([F:29])([F:30])[F:28])[CH:3]=1, predict the reactants needed to synthesize it. The reactants are: Br[C:2]1[C:10]2[N:9]=[C:8]([N:11]3[CH2:16][CH2:15][N:14]([C:17]4[C:22]([C:23]([F:26])([F:25])[F:24])=[CH:21][CH:20]=[CH:19][N:18]=4)[CH2:13][CH2:12]3)[NH:7][C:6]=2[CH:5]=[C:4]([C:27]([F:30])([F:29])[F:28])[CH:3]=1.C([Sn](CCCC)(CCCC)[C:36]1[S:37][CH:38]=[CH:39][N:40]=1)CCC. (7) Given the product [CH3:11][C@@:10]12[C:9](=[O:23])[CH2:8][CH2:7][C@H:6]1[C@@H:5]1[CH2:4][C:3]([C:20]3[C@@:15]([CH3:22])([C@H:14]1[CH2:13][CH2:12]2)[CH:16]=[CH:17][C:18](=[O:21])[CH:19]=3)=[CH2:2], predict the reactants needed to synthesize it. The reactants are: O[CH2:2][CH:3]1[C:20]2[C@:15]([CH3:22])([CH:16]=[CH:17][C:18](=[O:21])[CH:19]=2)[C@@H:14]2[C@H:5]([C@H:6]3[C@@:10]([CH2:12][CH2:13]2)([CH3:11])[C:9](=[O:23])[CH2:8][CH2:7]3)[CH2:4]1.N1C=CC=CC=1.[Cl-].O.